This data is from Reaction yield outcomes from USPTO patents with 853,638 reactions. The task is: Predict the reaction yield, written as a fraction of the theoretical maximum amount of product (1.0 means a 100% yield; for example, 0.34 means a 34% yield). The reactants are [CH2:1]([O:3][C:4](=[O:16])[CH:5]=[C:6]1[CH2:15][CH2:14][C:9]2([O:13][CH2:12][CH2:11][O:10]2)[CH2:8][CH2:7]1)[CH3:2]. The catalyst is C(OCC)(=O)C.[Pd]. The product is [CH2:1]([O:3][C:4](=[O:16])[CH2:5][CH:6]1[CH2:15][CH2:14][C:9]2([O:10][CH2:11][CH2:12][O:13]2)[CH2:8][CH2:7]1)[CH3:2]. The yield is 0.970.